From a dataset of NCI-60 drug combinations with 297,098 pairs across 59 cell lines. Regression. Given two drug SMILES strings and cell line genomic features, predict the synergy score measuring deviation from expected non-interaction effect. Drug 1: C1=CC(=CC=C1C#N)C(C2=CC=C(C=C2)C#N)N3C=NC=N3. Drug 2: CC1C(C(=O)NC(C(=O)N2CCCC2C(=O)N(CC(=O)N(C(C(=O)O1)C(C)C)C)C)C(C)C)NC(=O)C3=C4C(=C(C=C3)C)OC5=C(C(=O)C(=C(C5=N4)C(=O)NC6C(OC(=O)C(N(C(=O)CN(C(=O)C7CCCN7C(=O)C(NC6=O)C(C)C)C)C)C(C)C)C)N)C. Cell line: HOP-62. Synergy scores: CSS=4.67, Synergy_ZIP=-12.6, Synergy_Bliss=-25.2, Synergy_Loewe=-48.5, Synergy_HSA=-20.0.